This data is from TCR-epitope binding with 47,182 pairs between 192 epitopes and 23,139 TCRs. The task is: Binary Classification. Given a T-cell receptor sequence (or CDR3 region) and an epitope sequence, predict whether binding occurs between them. (1) The epitope is HTTDPSFLGRY. The TCR CDR3 sequence is CASSDLAVSYNEQFF. Result: 0 (the TCR does not bind to the epitope). (2) The epitope is QVPLRPMTYK. The TCR CDR3 sequence is CASTPLWGDQETQYF. Result: 0 (the TCR does not bind to the epitope). (3) The TCR CDR3 sequence is CASRTGLAGSDEQFF. The epitope is KRWIIMGLNK. Result: 0 (the TCR does not bind to the epitope). (4) The epitope is KLWAQCVQL. The TCR CDR3 sequence is CASSYPTFRETQYF. Result: 1 (the TCR binds to the epitope). (5) The epitope is YVLDHLIVV. The TCR CDR3 sequence is CASSPASSGSWETQYF. Result: 1 (the TCR binds to the epitope).